From a dataset of Peptide-MHC class I binding affinity with 185,985 pairs from IEDB/IMGT. Regression. Given a peptide amino acid sequence and an MHC pseudo amino acid sequence, predict their binding affinity value. This is MHC class I binding data. (1) The MHC is HLA-A03:01 with pseudo-sequence HLA-A03:01. The binding affinity (normalized) is 0.0847. The peptide sequence is LLRDNRAAL. (2) The peptide sequence is THLEGKII. The MHC is Mamu-A07 with pseudo-sequence Mamu-A07. The binding affinity (normalized) is 0.154. (3) The peptide sequence is QQDTNSAGL. The MHC is HLA-B18:01 with pseudo-sequence HLA-B18:01. The binding affinity (normalized) is 0.0847. (4) The peptide sequence is LQKGGVIVY. The MHC is HLA-B27:05 with pseudo-sequence HLA-B27:05. The binding affinity (normalized) is 0.0847. (5) The peptide sequence is GKEAIVIW. The binding affinity (normalized) is 0. The MHC is Mamu-B17 with pseudo-sequence Mamu-B17. (6) The peptide sequence is HPVGEADYF. The MHC is HLA-A68:01 with pseudo-sequence HLA-A68:01. The binding affinity (normalized) is 0.238. (7) The MHC is HLA-B53:01 with pseudo-sequence HLA-B53:01. The binding affinity (normalized) is 0.487. The peptide sequence is IPYCNYSKYW.